This data is from Forward reaction prediction with 1.9M reactions from USPTO patents (1976-2016). The task is: Predict the product of the given reaction. (1) Given the reactants [O:1]=[C:2]1[NH:7][C:6]2[CH:8]=[C:9]([C:12]3[CH:17]([C:18]4[CH:23]=[CH:22][CH:21]=[CH:20][CH:19]=4)[S:16][C:15]4=[N:24][C:25]([C:27]([NH2:29])=O)=[CH:26][N:14]4[CH:13]=3)[CH:10]=[CH:11][C:5]=2[O:4][CH2:3]1.FC(F)(F)C(OC(=O)C(F)(F)F)=O.O.C(OCC)(=O)C, predict the reaction product. The product is: [O:1]=[C:2]1[NH:7][C:6]2[CH:8]=[C:9]([C:12]3[CH:17]([C:18]4[CH:23]=[CH:22][CH:21]=[CH:20][CH:19]=4)[S:16][C:15]4=[N:24][C:25]([C:27]#[N:29])=[CH:26][N:14]4[CH:13]=3)[CH:10]=[CH:11][C:5]=2[O:4][CH2:3]1. (2) The product is: [Cl:11][C:12]1[CH:13]=[C:14]([C:2]2[CH:9]=[CH:8][CH:7]=[C:4]([CH:5]=[O:6])[C:3]=2[OH:10])[CH:15]=[CH:16][C:17]=1[Cl:18]. Given the reactants Br[C:2]1[CH:9]=[CH:8][CH:7]=[C:4]([CH:5]=[O:6])[C:3]=1[OH:10].[Cl:11][C:12]1[CH:13]=[C:14](B(O)O)[CH:15]=[CH:16][C:17]=1[Cl:18].Cl.C(NCC1C(O)=C(C2C=CC(Cl)=C(Cl)C=2)C=C(C2C=CC(Cl)=CC=2)C=1)(C)(C)C, predict the reaction product. (3) Given the reactants Br[C:2]1[N:7]=[C:6]([O:8][CH3:9])[C:5]([N+:10]([O-:12])=[O:11])=[CH:4][CH:3]=1.[CH2:13]([N:20]1[CH2:24][CH2:23][CH:22]([OH:25])[CH2:21]1)[C:14]1[CH:19]=[CH:18][CH:17]=[CH:16][CH:15]=1.C([O-])([O-])=O.[K+].[K+], predict the reaction product. The product is: [CH2:13]([N:20]1[CH2:24][CH2:23][CH:22]([O:25][C:2]2[N:7]=[C:6]([O:8][CH3:9])[C:5]([N+:10]([O-:12])=[O:11])=[CH:4][CH:3]=2)[CH2:21]1)[C:14]1[CH:15]=[CH:16][CH:17]=[CH:18][CH:19]=1. (4) Given the reactants C([O:8][C:9]1[CH:34]=[CH:33][C:12]([CH2:13][N:14]2[CH2:19][CH2:18][CH:17]([O:20][C:21]3[C:30]4[C:25](=[C:26]([F:31])[CH:27]=[CH:28][CH:29]=4)[N:24]=[C:23]([CH3:32])[CH:22]=3)[CH2:16][CH2:15]2)=[CH:11][CH:10]=1)C1C=CC=CC=1, predict the reaction product. The product is: [F:31][C:26]1[CH:27]=[CH:28][CH:29]=[C:30]2[C:25]=1[N:24]=[C:23]([CH3:32])[CH:22]=[C:21]2[O:20][CH:17]1[CH2:18][CH2:19][N:14]([CH2:13][C:12]2[CH:11]=[CH:10][C:9]([OH:8])=[CH:34][CH:33]=2)[CH2:15][CH2:16]1. (5) Given the reactants [NH2:1][C:2](=[N:51][O:52][C:53](=[O:70])[C@@H:54]([NH:62]C(OC(C)(C)C)=O)[CH2:55][C:56]1[CH:61]=[CH:60][CH:59]=[CH:58][CH:57]=1)[C:3]1[CH:50]=[CH:49][C:6]([O:7][CH2:8][CH2:9][CH2:10][CH:11]2[CH2:16][CH2:15][N:14]([CH2:17][CH2:18][CH2:19][O:20][C:21]3[CH:48]=[CH:47][C:24]([C:25]([NH2:46])=[N:26][O:27][C:28](=[O:45])[C@@H:29]([NH:37]C(OC(C)(C)C)=O)[CH2:30][C:31]4[CH:36]=[CH:35][CH:34]=[CH:33][CH:32]=4)=[CH:23][CH:22]=3)[CH2:13][CH2:12]2)=[CH:5][CH:4]=1.[ClH:71].C(O)C, predict the reaction product. The product is: [ClH:71].[NH2:1][C:2](=[N:51][O:52][C:53](=[O:70])[C@@H:54]([NH2:62])[CH2:55][C:56]1[CH:57]=[CH:58][CH:59]=[CH:60][CH:61]=1)[C:3]1[CH:50]=[CH:49][C:6]([O:7][CH2:8][CH2:9][CH2:10][CH:11]2[CH2:12][CH2:13][N:14]([CH2:17][CH2:18][CH2:19][O:20][C:21]3[CH:48]=[CH:47][C:24]([C:25]([NH2:46])=[N:26][O:27][C:28](=[O:45])[C@@H:29]([NH2:37])[CH2:30][C:31]4[CH:36]=[CH:35][CH:34]=[CH:33][CH:32]=4)=[CH:23][CH:22]=3)[CH2:15][CH2:16]2)=[CH:5][CH:4]=1.